This data is from Reaction yield outcomes from USPTO patents with 853,638 reactions. The task is: Predict the reaction yield, written as a fraction of the theoretical maximum amount of product (1.0 means a 100% yield; for example, 0.34 means a 34% yield). (1) The catalyst is CCO. The yield is 0.0700. The product is [Cl:22][C:17]1[CH:16]=[C:15]([NH:14][C:5]2[C:4]3[C:9](=[CH:10][CH:11]=[C:2]([NH:1][CH2:23][C:25]4[CH:26]=[CH:27][C:28]([S:31]([NH2:34])(=[O:33])=[O:32])=[CH:29][CH:30]=4)[CH:3]=3)[N:8]=[CH:7][C:6]=2[C:12]#[N:13])[CH:20]=[CH:19][C:18]=1[F:21]. The reactants are [NH2:1][C:2]1[CH:3]=[C:4]2[C:9](=[CH:10][CH:11]=1)[N:8]=[CH:7][C:6]([C:12]#[N:13])=[C:5]2[NH:14][C:15]1[CH:20]=[CH:19][C:18]([F:21])=[C:17]([Cl:22])[CH:16]=1.[CH:23]([C:25]1[CH:30]=[CH:29][C:28]([S:31]([NH2:34])(=[O:33])=[O:32])=[CH:27][CH:26]=1)=O.[BH3-]C#N.[Na+]. (2) The product is [Cl:17][C:18]1[CH:19]=[CH:20][C:21]([F:25])=[C:22]([NH:23][C:2]2[CH:11]=[CH:10][N:9]=[C:8]3[C:3]=2[C:4]2[CH:16]=[CH:15][CH:14]=[CH:13][C:5]=2[C:6](=[O:12])[NH:7]3)[CH:24]=1. No catalyst specified. The reactants are Cl[C:2]1[CH:11]=[CH:10][N:9]=[C:8]2[C:3]=1[C:4]1[CH:16]=[CH:15][CH:14]=[CH:13][C:5]=1[C:6](=[O:12])[NH:7]2.[Cl:17][C:18]1[CH:19]=[CH:20][C:21]([F:25])=[C:22]([CH:24]=1)[NH2:23]. The yield is 0.480. (3) The reactants are [F:1][C:2]1[CH:3]=[C:4]([OH:12])[CH:5]=[C:6]([F:11])[C:7]=1[N+:8]([O-:10])=[O:9].[C:13](=O)([O-])[O-].[K+].[K+].CI.C(OCC)(=O)C. The catalyst is CN(C)C=O.CCCCCC. The product is [F:1][C:2]1[CH:3]=[C:4]([O:12][CH3:13])[CH:5]=[C:6]([F:11])[C:7]=1[N+:8]([O-:10])=[O:9]. The yield is 0.810. (4) The reactants are C(=O)(O)[O-].[Na+].[O:6]1[CH2:11][CH2:10][N:9]([C:12]2[CH:19]=[CH:18][C:17]([N+:20]([O-:22])=[O:21])=[CH:16][C:13]=2[CH:14]=O)[CH2:8][CH2:7]1.[CH3:23][NH2:24].[BH4-].[Na+]. The yield is 0.850. The catalyst is CO.O. The product is [CH3:23][NH:24][CH2:14][C:13]1[CH:16]=[C:17]([N+:20]([O-:22])=[O:21])[CH:18]=[CH:19][C:12]=1[N:9]1[CH2:10][CH2:11][O:6][CH2:7][CH2:8]1. (5) The reactants are [CH2:1]1[C:9]2[C:4](=[CH:5][C:6]([CH2:10][OH:11])=[CH:7][CH:8]=2)[CH2:3][NH:2]1.C(N(CC)CC)C.Cl[C:20]([O:22][CH2:23][C:24]1[CH:29]=[CH:28][CH:27]=[CH:26][CH:25]=1)=[O:21]. The catalyst is O1CCCC1. The product is [CH2:23]([O:22][C:20]([N:2]1[CH2:3][C:4]2[C:9](=[CH:8][CH:7]=[C:6]([CH2:10][OH:11])[CH:5]=2)[CH2:1]1)=[O:21])[C:24]1[CH:29]=[CH:28][CH:27]=[CH:26][CH:25]=1. The yield is 0.980. (6) The reactants are [N:1]1[CH:6]=[CH:5][CH:4]=[CH:3][C:2]=1C(O)=O.C1(P(N=[N+]=[N-])(C2C=CC=CC=2)=[O:17])C=CC=CC=1.C([N:29]([CH2:32]C)CC)C. The catalyst is C1(C)C=CC=CC=1. The product is [N:29]([C:2]1[CH:3]=[CH:4][CH:5]=[CH:6][N:1]=1)=[C:32]=[O:17]. The yield is 0.780. (7) The reactants are C(OC([NH:8][C@@:9]1([CH3:37])[CH2:13][CH2:12][C@@H:11]([NH:14][C:15]2[C:16]3[N:17]([CH:24]=[C:25]([C:27]([NH:29][NH:30][C:31]([S:33][CH3:34])=[S:32])=O)[CH:26]=3)[N:18]=[CH:19][C:20]=2[C:21](=[O:23])[NH2:22])[C:10]1([CH3:36])[CH3:35])=O)(C)(C)C.O.C1(C)C=CC(S(O)(=O)=O)=CC=1. The catalyst is C(O)C. The product is [NH2:8][C@@:9]1([CH3:37])[CH2:13][CH2:12][C@@H:11]([NH:14][C:15]2[C:16]3[N:17]([CH:24]=[C:25]([C:27]4[S:32][C:31]([S:33][CH3:34])=[N:30][N:29]=4)[CH:26]=3)[N:18]=[CH:19][C:20]=2[C:21]([NH2:22])=[O:23])[C:10]1([CH3:35])[CH3:36]. The yield is 0.940. (8) The reactants are [NH:1]1[CH2:6][CH2:5][CH:4]([NH:7][C:8](=[O:14])[O:9][C:10]([CH3:13])([CH3:12])[CH3:11])[CH2:3][CH2:2]1.Br[CH2:16][C:17]1[CH:22]=[CH:21][C:20]([N+:23]([O-:25])=[O:24])=[CH:19][CH:18]=1.C([O-])([O-])=O.[K+].[K+].O. The catalyst is C(#N)C. The product is [N+:23]([C:20]1[CH:21]=[CH:22][C:17]([CH2:16][N:1]2[CH2:2][CH2:3][CH:4]([NH:7][C:8](=[O:14])[O:9][C:10]([CH3:11])([CH3:13])[CH3:12])[CH2:5][CH2:6]2)=[CH:18][CH:19]=1)([O-:25])=[O:24]. The yield is 0.895.